From a dataset of Reaction yield outcomes from USPTO patents with 853,638 reactions. Predict the reaction yield, written as a fraction of the theoretical maximum amount of product (1.0 means a 100% yield; for example, 0.34 means a 34% yield). (1) The reactants are [Si]([O:18][CH2:19][CH2:20][O:21][C:22]1[CH:27]=[CH:26][C:25](/[CH:28]=[CH:29]/[C:30]([NH:32][S:33]([CH2:36][CH2:37][CH2:38][CH2:39][CH3:40])(=[O:35])=[O:34])=[O:31])=[C:24]([O:41][C:42]2[C:47]([Cl:48])=[CH:46][C:45]([C:49]([F:52])([F:51])[F:50])=[CH:44][N:43]=2)[CH:23]=1)(C(C)(C)C)(C1C=CC=CC=1)C1C=CC=CC=1.[F-].C([N+](CCCC)(CCCC)CCCC)CCC.Cl. The catalyst is O1CCCC1.C(OCC)(=O)C. The product is [OH2:18].[Cl:48][C:47]1[C:42]([O:41][C:24]2[CH:23]=[C:22]([O:21][CH2:20][CH2:19][OH:18])[CH:27]=[CH:26][C:25]=2/[CH:28]=[CH:29]/[C:30]([NH:32][S:33]([CH2:36][CH2:37][CH2:38][CH2:39][CH3:40])(=[O:35])=[O:34])=[O:31])=[N:43][CH:44]=[C:45]([C:49]([F:51])([F:50])[F:52])[CH:46]=1. The yield is 0.690. (2) The reactants are Br[C:2]1[S:3][C:4]([C:7]2[CH:8]=[C:9]([NH:14][C:15]3[N:20]=[C:19]([C:21]([F:24])([F:23])[F:22])[CH:18]=[CH:17][N:16]=3)[CH:10]=[C:11]([CH3:13])[CH:12]=2)=[CH:5][N:6]=1.C1(P(C2CCCCC2)C2C=CC=CC=2C2C(OC)=CC=CC=2OC)CCCCC1.C1COCC1.[Br-].[CH3:60][O:61][C:62](=[O:67])[C@H:63]([CH3:66])[CH2:64][Zn+]. The catalyst is [NH4+].[Cl-].O.CC([O-])=O.CC([O-])=O.[Pd+2]. The product is [CH3:64][C@H:63]([CH2:66][C:2]1[S:3][C:4]([C:7]2[CH:8]=[C:9]([NH:14][C:15]3[N:20]=[C:19]([C:21]([F:24])([F:23])[F:22])[CH:18]=[CH:17][N:16]=3)[CH:10]=[C:11]([CH3:13])[CH:12]=2)=[CH:5][N:6]=1)[C:62]([O:61][CH3:60])=[O:67]. The yield is 0.870. (3) The reactants are [CH2:1]([Mg]Br)[CH:2]=[CH2:3].[Cl:6][CH2:7][CH2:8][C:9]([C:11]1[CH:16]=[CH:15][C:14]([F:17])=[CH:13][CH:12]=1)=[O:10]. The catalyst is C1COCC1. The product is [Cl:6][CH2:7][CH2:8][C:9]([C:11]1[CH:12]=[CH:13][C:14]([F:17])=[CH:15][CH:16]=1)([OH:10])[CH2:3][CH:2]=[CH2:1]. The yield is 0.970. (4) The reactants are [NH2:1][C:2]1[CH:7]=[CH:6][C:5]([N:8]2[CH2:13][CH2:12][N:11]([CH3:14])[CH2:10][CH2:9]2)=[CH:4][C:3]=1[OH:15].FC1C=CC([N+]([O-])=O)=CC=1O.CN1CCNCC1.[CH2:34]1[C:42]2[C:37](=[CH:38][C:39]([N:43]3[C:48]4[N:49]=[C:50](S(C)(=O)=O)[N:51]=[CH:52][C:47]=4[C:46](=[O:57])[C:45]([C:58]([NH2:60])=[O:59])=[CH:44]3)=[CH:40][CH:41]=2)[CH2:36][CH2:35]1. No catalyst specified. The product is [OH:15][C:3]1[CH:4]=[C:5]([N:8]2[CH2:9][CH2:10][N:11]([CH3:14])[CH2:12][CH2:13]2)[CH:6]=[CH:7][C:2]=1[NH:1][C:50]1[N:51]=[CH:52][C:47]2[C:46](=[O:57])[C:45]([C:58]([NH2:60])=[O:59])=[CH:44][N:43]([C:39]3[CH:38]=[C:37]4[C:42](=[CH:41][CH:40]=3)[CH2:34][CH2:35][CH2:36]4)[C:48]=2[N:49]=1. The yield is 0.400.